This data is from Forward reaction prediction with 1.9M reactions from USPTO patents (1976-2016). The task is: Predict the product of the given reaction. Given the reactants CN(C=O)C.[OH:6][CH2:7][C:8]([N:10]1[CH2:14][CH2:13][CH2:12][CH2:11]1)=[O:9].Cl[C:16]1[CH:21]=[CH:20][C:19]([N+:22]([O-:24])=[O:23])=[CH:18][C:17]=1[O:25][CH3:26], predict the reaction product. The product is: [CH3:26][O:25][C:17]1[CH:18]=[C:19]([N+:22]([O-:24])=[O:23])[CH:20]=[CH:21][C:16]=1[O:6][CH2:7][C:8]([N:10]1[CH2:14][CH2:13][CH2:12][CH2:11]1)=[O:9].